This data is from Forward reaction prediction with 1.9M reactions from USPTO patents (1976-2016). The task is: Predict the product of the given reaction. (1) Given the reactants [NH2:1][O:2]C1CCCCO1.[C:9]1([S:15]([N:18]2[C:26]3[C:21](=[CH:22][C:23]([CH:27]=[CH:28][C:29]([OH:31])=O)=[CH:24][CH:25]=3)[CH2:20][CH2:19]2)(=[O:17])=[O:16])[CH:14]=[CH:13][CH:12]=[CH:11][CH:10]=1.C1CN([P+](ON2N=NC3C=CC=CC2=3)(N2CCCC2)N2CCCC2)CC1.F[P-](F)(F)(F)(F)F.C(N(CC)CC)C.C(O)(C(F)(F)F)=O, predict the reaction product. The product is: [C:9]1([S:15]([N:18]2[C:26]3[C:21](=[CH:22][C:23]([CH:27]=[CH:28][C:29]([NH:1][OH:2])=[O:31])=[CH:24][CH:25]=3)[CH2:20][CH2:19]2)(=[O:17])=[O:16])[CH:14]=[CH:13][CH:12]=[CH:11][CH:10]=1. (2) Given the reactants [Cl:1][C:2]1[C:8](Cl)=[CH:7][C:5]([NH2:6])=[C:4]([N+:10]([O-:12])=[O:11])[CH:3]=1.[NH:13]1[CH2:18][CH2:17][NH:16][CH2:15][CH:14]1[C:19]([OH:21])=[O:20].C(=O)([O-])[O-].[Na+].[Na+].O, predict the reaction product. The product is: [C:19]([CH:14]1[NH:13][CH2:18][CH2:17][N:16]([C:8]2[C:2]([Cl:1])=[CH:3][C:4]([N+:10]([O-:12])=[O:11])=[C:5]([CH:7]=2)[NH2:6])[CH2:15]1)([OH:21])=[O:20]. (3) Given the reactants CON(C)[C:4]([C:6]1[N:7]=[CH:8][N:9]([C:11]2[CH:16]=[CH:15][CH:14]=[C:13]([C:17]3[C:18]([O:25][CH3:26])=[N:19][C:20]([O:23][CH3:24])=[N:21][CH:22]=3)[CH:12]=2)[CH:10]=1)=[O:5].[CH3:28][C:29]1[S:33][CH:32]=[N:31][CH:30]=1, predict the reaction product. The product is: [CH3:24][O:23][C:20]1[N:19]=[C:18]([O:25][CH3:26])[C:17]([C:13]2[CH:12]=[C:11]([N:9]3[CH:10]=[C:6]([C:4]([C:32]4[S:33][C:29]([CH3:28])=[CH:30][N:31]=4)=[O:5])[N:7]=[CH:8]3)[CH:16]=[CH:15][CH:14]=2)=[CH:22][N:21]=1. (4) The product is: [Cl:15][C:12]1[CH:13]=[CH:14][C:5]([CH2:4][C:3]([OH:32])=[O:2])=[C:6]2[C:11]=1[N:10]=[C:9]([CH:16]([CH3:17])[CH3:18])[C:8]([CH2:19][C:20]1[CH:25]=[CH:24][C:23]([N:26]3[CH:30]=[CH:29][CH:28]=[N:27]3)=[CH:22][CH:21]=1)=[C:7]2[CH3:31]. Given the reactants C[O:2][C:3](=[O:32])[CH2:4][C:5]1[CH:14]=[CH:13][C:12]([Cl:15])=[C:11]2[C:6]=1[C:7]([CH3:31])=[C:8]([CH2:19][C:20]1[CH:25]=[CH:24][C:23]([N:26]3[CH:30]=[CH:29][CH:28]=[N:27]3)=[CH:22][CH:21]=1)[C:9]([CH:16]([CH3:18])[CH3:17])=[N:10]2.[OH-].[Li+], predict the reaction product. (5) The product is: [CH3:5][CH:6]([CH3:15])[CH2:7][C:8](=[O:14])[CH:9]([N+:1]([O-:3])=[O:2])[C:10]([O:12][CH3:13])=[O:11]. Given the reactants [N:1]([O-:3])=[O:2].[Na+].[CH3:5][CH:6]([CH3:15])[CH2:7][C:8](=[O:14])[CH2:9][C:10]([O:12][CH3:13])=[O:11], predict the reaction product. (6) Given the reactants [Cl:1][C:2]1[CH:3]=[C:4]([C:8]2[N:9]=[CH:10][C:11]3[CH2:12][CH2:13][C:14]([CH3:20])([CH3:19])[C:15](=O)[C:16]=3[CH:17]=2)[CH:5]=[CH:6][CH:7]=1.[C:21](=[O:24])([O-])[O-].[NH4+:25].[NH4+:26].[C-]#N.[K+].S(=O)(O)[O-].[Na+].[CH2:35]([OH:37])C.Cl, predict the reaction product. The product is: [Cl:1][C:2]1[CH:3]=[C:4]([C:8]2[N:9]=[CH:10][C:11]3[CH2:12][CH2:13][C:14]([CH3:20])([CH3:19])[C:15]4([C:35](=[O:37])[NH:26][C:21](=[O:24])[NH:25]4)[C:16]=3[CH:17]=2)[CH:5]=[CH:6][CH:7]=1. (7) Given the reactants Cl.O1CCOCC1.[F:8][C:9]1[CH:10]=[C:11]([CH2:35][C:36]([O:38]C(C)(C)C)=[O:37])[CH:12]=[CH:13][C:14]=1[CH2:15][O:16][CH2:17][C@@H:18]1[CH2:20][C@@H:19]1[CH:21]1[CH2:26][CH2:25][N:24]([C:27]2[O:31][N:30]=[C:29]([CH:32]([CH3:34])[CH3:33])[N:28]=2)[CH2:23][CH2:22]1, predict the reaction product. The product is: [F:8][C:9]1[CH:10]=[C:11]([CH2:35][C:36]([OH:38])=[O:37])[CH:12]=[CH:13][C:14]=1[CH2:15][O:16][CH2:17][C@@H:18]1[CH2:20][C@@H:19]1[CH:21]1[CH2:22][CH2:23][N:24]([C:27]2[O:31][N:30]=[C:29]([CH:32]([CH3:34])[CH3:33])[N:28]=2)[CH2:25][CH2:26]1.